This data is from Forward reaction prediction with 1.9M reactions from USPTO patents (1976-2016). The task is: Predict the product of the given reaction. (1) The product is: [F:33][C:16]1[CH:17]=[CH:18][C:19]([CH2:21][C:22]2[C:31]3[C:26](=[CH:27][CH:28]=[CH:29][CH:30]=3)[C:25](=[O:32])[NH:24][N:23]=2)=[CH:20][C:15]=1[N:10]1[C:11](=[O:14])[CH:12]([CH3:13])[N:8]([CH2:7][C:6]([OH:35])=[O:5])[C:9]1=[O:34]. Given the reactants C([O:5][C:6](=[O:35])[CH2:7][N:8]1[CH:12]([CH3:13])[C:11](=[O:14])[N:10]([C:15]2[CH:20]=[C:19]([CH2:21][C:22]3[C:31]4[C:26](=[CH:27][CH:28]=[CH:29][CH:30]=4)[C:25](=[O:32])[NH:24][N:23]=3)[CH:18]=[CH:17][C:16]=2[F:33])[C:9]1=[O:34])(C)(C)C.FC(F)(F)C(O)=O, predict the reaction product. (2) The product is: [C:6]([CH2:8][NH:9][C:10]1[CH:11]=[C:12]([S:16]([N:19]2[C:25](=[O:26])[C:24]3[C:23](=[CH:22][C:21]([Cl:20])=[CH:30][CH:29]=3)[NH:31][C:32]2=[O:33])(=[O:17])=[O:18])[CH:13]=[CH:14][CH:15]=1)([OH:5])=[O:7]. Given the reactants C([O:5][C:6]([CH2:8][NH:9][C:10]1[CH:11]=[C:12]([S:16]([NH2:19])(=[O:18])=[O:17])[CH:13]=[CH:14][CH:15]=1)=[O:7])(C)(C)C.[Cl:20][C:21]1[CH:22]=[C:23]([NH:31][C:32](OC2C=CC=CC=2)=[O:33])[C:24](=[CH:29][CH:30]=1)[C:25](OC)=[O:26], predict the reaction product. (3) Given the reactants [CH3:1][C:2]1[CH:7]=[CH:6][C:5]([CH2:8][C:9]([OH:11])=[O:10])=[CH:4][CH:3]=1.[C:12](O)([CH3:15])([CH3:14])[CH3:13].N1C=CC=CC=1.C1(N=C=NC2CCCCC2)CCCCC1, predict the reaction product. The product is: [CH3:1][C:2]1[CH:3]=[CH:4][C:5]([CH2:8][C:9]([O:11][C:12]([CH3:15])([CH3:14])[CH3:13])=[O:10])=[CH:6][CH:7]=1. (4) Given the reactants Br[CH2:2][C:3]1([C:6]2[CH:7]=[CH:8][C:9]([CH3:12])=[N:10][CH:11]=2)[CH2:5][CH2:4]1.C(N(CC)CC)C.Cl.[CH3:21][C:22]1[CH:27]=[CH:26][C:25]([NH:28]N)=[CH:24][CH:23]=1.[CH3:30][N:31]1[CH2:36][CH2:35][C:34](=O)[CH2:33][CH2:32]1, predict the reaction product. The product is: [CH3:30][N:31]1[CH2:36][CH2:35][C:34]2[N:28]([CH2:2][C:3]3([C:6]4[CH:11]=[N:10][C:9]([CH3:12])=[CH:8][CH:7]=4)[CH2:5][CH2:4]3)[C:25]3[CH:24]=[CH:23][C:22]([CH3:21])=[CH:27][C:26]=3[C:33]=2[CH2:32]1. (5) Given the reactants Br[CH2:2][CH2:3][CH:4]([CH2:24][CH2:25]Br)[CH2:5][O:6][C:7]1[C:19]([CH:20]2[CH2:22][CH2:21]2)=[CH:18][C:10]([C:11]([O:13][C:14]([CH3:17])([CH3:16])[CH3:15])=[O:12])=[C:9]([F:23])[CH:8]=1.[NH2:27][CH:28]1[C:36]2[C:31](=[CH:32][CH:33]=[CH:34][CH:35]=2)[CH2:30][CH:29]1[OH:37].C(=O)([O-])[O-].[K+].[K+].[I-].[Na+], predict the reaction product. The product is: [CH:20]1([C:19]2[C:7]([O:6][CH2:5][CH:4]3[CH2:24][CH2:25][N:27]([C@@H:28]4[C:36]5[C:31](=[CH:32][CH:33]=[CH:34][CH:35]=5)[CH2:30][C@@H:29]4[OH:37])[CH2:2][CH2:3]3)=[CH:8][C:9]([F:23])=[C:10]([CH:18]=2)[C:11]([O:13][C:14]([CH3:17])([CH3:16])[CH3:15])=[O:12])[CH2:22][CH2:21]1. (6) Given the reactants [Br:1][C:2]1[C:3]2[N:4]([CH:9]=[CH:10][N:11]=2)[N:5]=[C:6]([Cl:8])[CH:7]=1.C1C(=O)N([Br:19])C(=O)C1, predict the reaction product. The product is: [Br:19][C:9]1[N:4]2[N:5]=[C:6]([Cl:8])[CH:7]=[C:2]([Br:1])[C:3]2=[N:11][CH:10]=1. (7) Given the reactants [Si:1]([O:18][CH:19]1[CH2:22][N:21]([C:23]2[O:24][CH:25]=[C:26]([C:28]([O:30]CC)=O)[N:27]=2)[CH2:20]1)([C:14]([CH3:17])([CH3:16])[CH3:15])([C:8]1[CH:13]=[CH:12][CH:11]=[CH:10][CH:9]=1)[C:2]1[CH:7]=[CH:6][CH:5]=[CH:4][CH:3]=1.C[NH2:34].C[Al](C)C.C(O)(=O)C, predict the reaction product. The product is: [Si:1]([O:18][CH:19]1[CH2:20][N:21]([C:23]2[O:24][CH:25]=[C:26]([C:28](=[O:30])[NH2:34])[N:27]=2)[CH2:22]1)([C:14]([CH3:17])([CH3:16])[CH3:15])([C:2]1[CH:7]=[CH:6][CH:5]=[CH:4][CH:3]=1)[C:8]1[CH:13]=[CH:12][CH:11]=[CH:10][CH:9]=1. (8) Given the reactants [OH-].[Na+].[CH3:3][O:4][C:5]([C:7]1[NH:8][CH:9]=[C:10]([S:12][C:13]#N)[CH:11]=1)=[O:6].BrC[CH2:17][C:18]1[CH:23]=[CH:22][CH:21]=[CH:20][CH:19]=1, predict the reaction product. The product is: [CH2:13]([S:12][C:10]1[CH:11]=[C:7]([C:5]([O:4][CH3:3])=[O:6])[NH:8][CH:9]=1)[CH2:17][C:18]1[CH:23]=[CH:22][CH:21]=[CH:20][CH:19]=1.